Dataset: NCI-60 drug combinations with 297,098 pairs across 59 cell lines. Task: Regression. Given two drug SMILES strings and cell line genomic features, predict the synergy score measuring deviation from expected non-interaction effect. (1) Drug 1: C1C(C(OC1N2C=NC3=C(N=C(N=C32)Cl)N)CO)O. Drug 2: CC1=C2C(C(=O)C3(C(CC4C(C3C(C(C2(C)C)(CC1OC(=O)C(C(C5=CC=CC=C5)NC(=O)C6=CC=CC=C6)O)O)OC(=O)C7=CC=CC=C7)(CO4)OC(=O)C)O)C)OC(=O)C. Cell line: NCI-H226. Synergy scores: CSS=14.1, Synergy_ZIP=-6.08, Synergy_Bliss=-1.53, Synergy_Loewe=-0.919, Synergy_HSA=-0.344. (2) Drug 1: CN1C(=O)N2C=NC(=C2N=N1)C(=O)N. Drug 2: B(C(CC(C)C)NC(=O)C(CC1=CC=CC=C1)NC(=O)C2=NC=CN=C2)(O)O. Cell line: MDA-MB-231. Synergy scores: CSS=67.8, Synergy_ZIP=-4.63, Synergy_Bliss=-6.60, Synergy_Loewe=-29.6, Synergy_HSA=-3.07.